From a dataset of Reaction yield outcomes from USPTO patents with 853,638 reactions. Predict the reaction yield, written as a fraction of the theoretical maximum amount of product (1.0 means a 100% yield; for example, 0.34 means a 34% yield). (1) The catalyst is O. The reactants are [NH2:1][C:2]1[CH:3]=[C:4](O)[C:5]2[C:10]([CH:11]=1)=[CH:9][CH:8]=[CH:7][CH:6]=2.[Br:13][C:14]1[C:15]([O:24][CH3:25])=[C:16]([O:22][CH3:23])[CH:17]=[C:18]([CH:21]=1)[CH:19]=O.[C:26](#[N:30])[CH2:27][C:28]#[N:29].C1N2CCN(CC2)C1.C([OH:41])C. The yield is 0.780. The product is [NH2:29][C:28]1[O:41][C:3]2[C:2]([NH2:1])=[CH:11][C:10]3[CH:9]=[CH:8][CH:7]=[CH:6][C:5]=3[C:4]=2[CH:19]([C:18]2[CH:17]=[C:16]([O:22][CH3:23])[C:15]([O:24][CH3:25])=[C:14]([Br:13])[CH:21]=2)[C:27]=1[C:26]#[N:30]. (2) The reactants are [C:1]([O:5][C:6]([N:8]1[CH2:13][CH2:12][N:11]([C:14]([O:16][C:17]([CH3:20])([CH3:19])[CH3:18])=[O:15])[CH2:10][CH:9]1[CH:21]=O)=[O:7])([CH3:4])([CH3:3])[CH3:2].[C:23]([O-])([O-])=O.[K+].[K+].[N+](=C(P(=O)(OC)OC)C(=O)C)=[N-]. The catalyst is CO. The product is [C:1]([O:5][C:6]([N:8]1[CH2:13][CH2:12][N:11]([C:14]([O:16][C:17]([CH3:19])([CH3:18])[CH3:20])=[O:15])[CH2:10][CH:9]1[C:21]#[CH:23])=[O:7])([CH3:3])([CH3:2])[CH3:4]. The yield is 0.910.